This data is from Catalyst prediction with 721,799 reactions and 888 catalyst types from USPTO. The task is: Predict which catalyst facilitates the given reaction. (1) Reactant: [NH2:1][C:2]1[NH:3][C:4](=[O:12])[C:5]2[S:10][C:9](=[O:11])[NH:8][C:6]=2[N:7]=1.[C:13]([O:21][CH2:22][C@@H:23]1[CH2:27][C@@H:26]([O:28][C:29](=[O:31])[CH3:30])[CH:25](OC(=O)C)[O:24]1)(=[O:20])[C:14]1[CH:19]=[CH:18][CH:17]=[CH:16][CH:15]=1.[Si](OS(C(F)(F)F)(=O)=O)(C)(C)C. Product: [C:13]([O:21][CH2:22][C@@H:23]1[CH2:27][C@@H:26]([O:28][C:29](=[O:31])[CH3:30])[C@H:25]([N:8]2[C:6]3[N:7]=[C:2]([NH2:1])[NH:3][C:4](=[O:12])[C:5]=3[S:10][C:9]2=[O:11])[O:24]1)(=[O:20])[C:14]1[CH:19]=[CH:18][CH:17]=[CH:16][CH:15]=1. The catalyst class is: 10. (2) Reactant: [O:1]1[CH2:6][CH2:5][C:4](=[O:7])[CH2:3][CH2:2]1.[Li+].C[Si]([N-][Si](C)(C)C)(C)C.[CH3:18][O:19][C:20]1[CH:21]=[C:22]([CH2:26][C:27](Cl)=[O:28])[CH:23]=[CH:24][CH:25]=1.C(O)(=O)C. Product: [CH3:18][O:19][C:20]1[CH:21]=[C:22]([CH2:26][C:27]([CH:3]2[C:4](=[O:7])[CH2:5][CH2:6][O:1][CH2:2]2)=[O:28])[CH:23]=[CH:24][CH:25]=1. The catalyst class is: 93. (3) Reactant: [OH:1][C@H:2]([C:11]1[CH:20]=[CH:19][C:14]2[C:15](=[O:18])[O:16][CH2:17][C:13]=2[C:12]=1[CH3:21])[CH2:3][N:4]1[CH2:9][CH2:8][NH:7][C:6](=[O:10])[CH2:5]1.Cl[C:23]1[N:28]=[C:27]2[S:29][C:30]([C:32]#[N:33])=[CH:31][C:26]2=[CH:25][CH:24]=1.CC1(C)C2C(=C(P(C3C=CC=CC=3)C3C=CC=CC=3)C=CC=2)OC2C(P(C3C=CC=CC=3)C3C=CC=CC=3)=CC=CC1=2.C([O-])([O-])=O.[Cs+].[Cs+]. Product: [OH:1][C@H:2]([C:11]1[CH:20]=[CH:19][C:14]2[C:15](=[O:18])[O:16][CH2:17][C:13]=2[C:12]=1[CH3:21])[CH2:3][N:4]1[CH2:9][CH2:8][N:7]([C:23]2[N:28]=[C:27]3[S:29][C:30]([C:32]#[N:33])=[CH:31][C:26]3=[CH:25][CH:24]=2)[C:6](=[O:10])[CH2:5]1. The catalyst class is: 62. (4) Reactant: [Br:1][C:2]1[C:3]([O:11][CH3:12])=[C:4]([CH:7]=[C:8]([F:10])[CH:9]=1)[C:5]#[N:6].Cl.[NH2:14][OH:15].C(=O)(O)[O-].[Na+]. Product: [Br:1][C:2]1[C:3]([O:11][CH3:12])=[C:4]([C:5](=[NH:6])[NH:14][OH:15])[CH:7]=[C:8]([F:10])[CH:9]=1. The catalyst class is: 8. (5) Reactant: [Cl:1][C:2]1[CH:10]=[CH:9][CH:8]=[CH:7][C:3]=1[C:4]([OH:6])=[O:5].[N:11]1[CH:16]=[CH:15][CH:14]=[CH:13][C:12]=1[C:17]#[C:18][CH2:19][CH2:20]O.CCN=C=NCCCN(C)C.Cl. Product: [Cl:1][C:2]1[CH:10]=[CH:9][CH:8]=[CH:7][C:3]=1[C:4]([O:6][CH2:20][CH2:19][C:18]#[C:17][C:12]1[CH:13]=[CH:14][CH:15]=[CH:16][N:11]=1)=[O:5]. The catalyst class is: 64. (6) Reactant: [CH3:1][O:2][C:3]1[CH:8]=[CH:7][CH:6]=[CH:5][C:4]=1[N:9]1[C:13](=[O:14])[C:12]([C:15]([O:17]CC)=[O:16])=[CH:11][N:10]1[CH3:20].O1CCCC1.[OH-].[Na+]. Product: [CH3:1][O:2][C:3]1[CH:8]=[CH:7][CH:6]=[CH:5][C:4]=1[N:9]1[C:13](=[O:14])[C:12]([C:15]([OH:17])=[O:16])=[CH:11][N:10]1[CH3:20]. The catalyst class is: 5. (7) Reactant: [C:1]([C:5]1[CH:22]=[CH:21][CH:20]=[CH:19][C:6]=1[O:7][CH2:8][CH2:9][N:10]([CH3:18])[C:11](=[O:17])[C:12]([O:14]CC)=[O:13])([CH3:4])([CH3:3])[CH3:2].O[Li].O.Cl. Product: [C:1]([C:5]1[CH:22]=[CH:21][CH:20]=[CH:19][C:6]=1[O:7][CH2:8][CH2:9][N:10]([CH3:18])[C:11](=[O:17])[C:12]([OH:14])=[O:13])([CH3:4])([CH3:2])[CH3:3]. The catalyst class is: 20.